From a dataset of Forward reaction prediction with 1.9M reactions from USPTO patents (1976-2016). Predict the product of the given reaction. (1) Given the reactants [Br:1][C:2]1[CH:3]=[CH:4][C:5]([O:10][C:11]2[CH:16]=[C:15]([CH3:17])[N:14]=[C:13]([CH3:18])[CH:12]=2)=[C:6]([CH:9]=1)[CH:7]=O.[CH3:19][Si:20]([CH3:27])([CH3:26])N[Si:20]([CH3:27])([CH3:26])[CH3:19].C([Li])CCC.C[Si](Cl)(C)C.[CH2:38]([N:40](CC)CC)[CH3:39].C(Cl)(=[O:47])C, predict the reaction product. The product is: [Br:1][C:2]1[CH:3]=[CH:4][C:5]([O:10][C:11]2[CH:16]=[C:15]([CH3:17])[N:14]=[C:13]([CH3:18])[CH:12]=2)=[C:6]([CH:7]=[N:40][C:38]([O:47][Si:20]([CH3:27])([CH3:26])[CH3:19])=[CH2:39])[CH:9]=1. (2) Given the reactants [CH3:1][C@H:2]1[CH2:6][CH2:5][CH2:4][N:3]1[C@H:7]1[CH2:11][CH2:10][N:9]([C:12]2[CH:13]=[C:14]3[C:19](=[CH:20][CH:21]=2)[CH2:18][NH:17][CH2:16][CH2:15]3)[CH2:8]1.Br[C:23]1[C:24]([Cl:29])=[N:25][CH:26]=[CH:27][CH:28]=1, predict the reaction product. The product is: [Cl:29][C:24]1[C:23]([N:17]2[CH2:16][CH2:15][C:14]3[C:19](=[CH:20][CH:21]=[C:12]([N:9]4[CH2:10][CH2:11][C@H:7]([N:3]5[CH2:4][CH2:5][CH2:6][C@@H:2]5[CH3:1])[CH2:8]4)[CH:13]=3)[CH2:18]2)=[CH:28][CH:27]=[CH:26][N:25]=1. (3) Given the reactants [F:1][C:2]1[CH:3]=[C:4]2[C:9](=[CH:10][CH:11]=1)[CH:8]=[C:7]([C:12](O)=[O:13])[CH:6]=[CH:5]2.B.C1COCC1, predict the reaction product. The product is: [F:1][C:2]1[CH:3]=[C:4]2[C:9](=[CH:10][CH:11]=1)[CH:8]=[C:7]([CH2:12][OH:13])[CH:6]=[CH:5]2.